Dataset: hERG potassium channel inhibition data for cardiac toxicity prediction from Karim et al.. Task: Regression/Classification. Given a drug SMILES string, predict its toxicity properties. Task type varies by dataset: regression for continuous values (e.g., LD50, hERG inhibition percentage) or binary classification for toxic/non-toxic outcomes (e.g., AMES mutagenicity, cardiotoxicity, hepatotoxicity). Dataset: herg_karim. (1) The drug is Cc1cc(C)n(-c2cc(NC(=O)CN3CC[C@@H](CN(C)C)C3)nc(-c3ccc(C)o3)n2)n1. The result is 1 (blocker). (2) The compound is COc1ccc(Cn2c(N3CCC(N(C)C)CC3)nc3ccccc32)cc1. The result is 1 (blocker). (3) The molecule is C[C@H]1NCCC[C@@H]1Nc1ncc(C(N)=O)c2sc(-c3ccccc3)cc12. The result is 0 (non-blocker). (4) The compound is Cn1nc(C(=O)N2CCC(Oc3ccc(CN4CCCC4)cc3)CC2)cc1-c1ccccc1. The result is 1 (blocker). (5) The molecule is Cc1ccccc1S(=O)(=O)NC(=O)N1CCC(N2CCC(Oc3ccc(Cl)c(Cl)c3)CC2)CC1. The result is 0 (non-blocker). (6) The molecule is CC(C)(C)C(=O)CN1CCC(CNC(=O)c2cc(Cl)cc(Cl)c2)CC1. The result is 1 (blocker). (7) The result is 0 (non-blocker). The compound is CCN(CC)C(=O)[C@@H]1C=C2c3cccc4[nH]cc(c34)C[C@H]2N(C(=O)Nc2ccccc2)C1. (8) The compound is N#Cc1nc(CCCNC2(C(N)=O)CC2)cc(-c2cccc(C(F)(F)F)c2)n1. The result is 1 (blocker). (9) The compound is CCOC[C@@H](CC(C)C)NC(=O)[C@@H]1CNC[C@H](C(=O)N(c2ccc(C(C)C)c(OCCCOC)n2)C2CC2)C1.Cl. The result is 1 (blocker). (10) The compound is CCOC(=O)C1C(OC(=O)c2ccccc2)CC2CCC1N2C. The result is 1 (blocker).